From a dataset of Forward reaction prediction with 1.9M reactions from USPTO patents (1976-2016). Predict the product of the given reaction. (1) Given the reactants [CH:1]([NH:4][C:5]1[CH:6]=[CH:7][C:8]([NH2:11])=[N:9][CH:10]=1)([CH3:3])[CH3:2].Br[CH2:13][C:14](=O)[C:15]([NH:17][C:18]1[CH:23]=[CH:22][CH:21]=[CH:20][CH:19]=1)=[O:16], predict the reaction product. The product is: [CH:1]([NH:4][C:5]1[CH:6]=[CH:7][C:8]2[N:9]([CH:13]=[C:14]([C:15]([NH:17][C:18]3[CH:23]=[CH:22][CH:21]=[CH:20][CH:19]=3)=[O:16])[N:11]=2)[CH:10]=1)([CH3:3])[CH3:2]. (2) Given the reactants [C:1]([Br:5])(Br)(Br)Br.C1(P(C2C=CC=CC=2)C2C=CC=CC=2)C=CC=CC=1.[Cl:25][C:26]1[CH:27]=[C:28]2[C:34]([CH2:35]CO)=[C:33]([Si:38]([CH2:43][CH3:44])([CH2:41][CH3:42])[CH2:39][CH3:40])[NH:32][C:29]2=[N:30][CH:31]=1, predict the reaction product. The product is: [Br:5][CH2:1][CH2:35][C:34]1[C:28]2[C:29](=[N:30][CH:31]=[C:26]([Cl:25])[CH:27]=2)[NH:32][C:33]=1[Si:38]([CH2:39][CH3:40])([CH2:43][CH3:44])[CH2:41][CH3:42]. (3) Given the reactants [NH:1]1[C:10]2[CH2:9][CH2:8][CH2:7][CH2:6][C:5]=2[N:4]=[CH:3][C:2]1=O.P(Cl)(Cl)([Cl:14])=O, predict the reaction product. The product is: [Cl:14][C:2]1[CH:3]=[N:4][C:5]2[CH2:6][CH2:7][CH2:8][CH2:9][C:10]=2[N:1]=1. (4) Given the reactants [OH:1][C:2]1[C:7](=[O:8])[CH:6]=[C:5]([CH3:9])[N:4]([CH2:10][C:11]([F:14])([F:13])[F:12])[C:3]=1[CH2:15]O.S(Cl)([Cl:19])=O, predict the reaction product. The product is: [ClH:19].[Cl:19][CH2:15][C:3]1[N:4]([CH2:10][C:11]([F:14])([F:13])[F:12])[C:5]([CH3:9])=[CH:6][C:7](=[O:8])[C:2]=1[OH:1]. (5) Given the reactants [OH:1][C@:2]([C:9]1[CH:14]=[CH:13][N:12]=[C:11](OC)[C:10]=1[CH2:17][OH:18])([CH2:7][CH3:8])[CH2:3][C:4](O)=O.Br, predict the reaction product. The product is: [CH2:7]([C@:2]1([OH:1])[C:9]2[CH:14]=[CH:13][NH:12][CH2:11][C:10]=2[CH2:17][O:18][CH2:4][CH2:3]1)[CH3:8]. (6) Given the reactants [Br:1][C:2]1[CH:3]=[C:4]2[C:8](=[CH:9][CH:10]=1)[C@:7]([NH:18]C(=O)C(F)(F)F)([C:11]([O:13]CCCC)=[O:12])[CH2:6][CH2:5]2.Cl, predict the reaction product. The product is: [NH2:18][C@:7]1([C:11]([OH:13])=[O:12])[C:8]2[C:4](=[CH:3][C:2]([Br:1])=[CH:10][CH:9]=2)[CH2:5][CH2:6]1. (7) The product is: [C:1]([C:3]1[CH:4]=[C:5]([C:22]2[CH:27]=[CH:26][C:25]([C:28]([OH:30])=[O:29])=[CH:24][CH:23]=2)[CH:6]=[CH:7][C:8]=1[O:9][CH2:10][CH:11]1[CH2:16][CH2:15][N:14]([CH2:17][C:18]([F:21])([CH3:20])[CH3:19])[CH2:13][CH2:12]1)#[N:2]. Given the reactants [C:1]([C:3]1[CH:4]=[C:5]([C:22]2[CH:27]=[CH:26][C:25]([C:28]([O:30]C)=[O:29])=[CH:24][CH:23]=2)[CH:6]=[CH:7][C:8]=1[O:9][CH2:10][CH:11]1[CH2:16][CH2:15][N:14]([CH2:17][C:18]([F:21])([CH3:20])[CH3:19])[CH2:13][CH2:12]1)#[N:2].O[Li].O, predict the reaction product.